Task: Predict which catalyst facilitates the given reaction.. Dataset: Catalyst prediction with 721,799 reactions and 888 catalyst types from USPTO (1) Reactant: [C:1]([O:5][C:6]([NH:8][CH2:9][C:10]1[CH:11]=[C:12]([CH:16]=[C:17]([Cl:20])[C:18]=1[F:19])[C:13]([OH:15])=O)=[O:7])([CH3:4])([CH3:3])[CH3:2].CN(C(ON1N=NC2C=CC=NC1=2)=[N+](C)C)C.F[P-](F)(F)(F)(F)F.[CH3:45][N:46]([CH3:50])[CH2:47][CH2:48][NH2:49].CCN(C(C)C)C(C)C. Product: [C:1]([O:5][C:6](=[O:7])[NH:8][CH2:9][C:10]1[CH:11]=[C:12]([C:13](=[O:15])[NH:49][CH2:48][CH2:47][N:46]([CH3:50])[CH3:45])[CH:16]=[C:17]([Cl:20])[C:18]=1[F:19])([CH3:2])([CH3:3])[CH3:4]. The catalyst class is: 3. (2) Reactant: [C:1]([C:3]1[CH:8]=[CH:7][CH:6]=[CH:5][C:4]=1[C:9]1[CH:14]=[CH:13][C:12]([CH2:15][C:16]2[C:17](=[O:37])[N:18]([C@H:28]3[CH2:31][C@H:30]([C:32]([O:34]CC)=O)[CH2:29]3)[C:19]3[N:20]([N:25]=[CH:26][N:27]=3)[C:21]=2[CH2:22][CH2:23][CH3:24])=[C:11]([F:38])[CH:10]=1)#[N:2].[OH-].[Na+].Cl.[CH3:42][Mg]Br. Product: [C:32]([C@H:30]1[CH2:29][C@H:28]([N:18]2[C:17](=[O:37])[C:16]([CH2:15][C:12]3[CH:13]=[CH:14][C:9]([C:4]4[C:3]([C:1]#[N:2])=[CH:8][CH:7]=[CH:6][CH:5]=4)=[CH:10][C:11]=3[F:38])=[C:21]([CH2:22][CH2:23][CH3:24])[N:20]3[N:25]=[CH:26][N:27]=[C:19]23)[CH2:31]1)(=[O:34])[CH3:42]. The catalyst class is: 214. (3) Reactant: C[O:2][C:3](=[O:41])[C:4]1[CH:40]=[CH:39][C:7]([C:8]([NH:10][C:11]2[C:12]([C:35]([F:38])([F:37])[F:36])=[N:13][C:14]([O:17][CH2:18][C:19]3[C:20]([C:27]4[C:32]([Cl:33])=[CH:31][CH:30]=[CH:29][C:28]=4[Cl:34])=[N:21][O:22][C:23]=3[CH:24]([CH3:26])[CH3:25])=[CH:15][CH:16]=2)=[O:9])=[CH:6][CH:5]=1.[H-].[Na+].[CH3:44]I.[OH-].[Na+]. Product: [Cl:34][C:28]1[CH:29]=[CH:30][CH:31]=[C:32]([Cl:33])[C:27]=1[C:20]1[C:19]([CH2:18][O:17][C:14]2[N:13]=[C:12]([C:35]([F:37])([F:36])[F:38])[C:11]([N:10]([CH3:44])[C:8](=[O:9])[C:7]3[CH:39]=[CH:40][C:4]([C:3]([OH:2])=[O:41])=[CH:5][CH:6]=3)=[CH:16][CH:15]=2)=[C:23]([CH:24]([CH3:25])[CH3:26])[O:22][N:21]=1. The catalyst class is: 20.